This data is from HIV replication inhibition screening data with 41,000+ compounds from the AIDS Antiviral Screen. The task is: Binary Classification. Given a drug SMILES string, predict its activity (active/inactive) in a high-throughput screening assay against a specified biological target. The drug is O=C(Nc1ccn(C2CCC(CO)O2)c(=O)n1)c1ccccc1. The result is 1 (active).